From a dataset of Antibody paratope prediction from SAbDab with 1,023 antibody chains. Token-level Classification. Given an antibody amino acid sequence, predict which amino acid positions are active in antigen binding. Output is a list of indices for active paratope positions. (1) Given the antibody sequence: QVQLVQSGAEVKKPGASVKVSCKTSGYSFSTYGVSWVRQAPGQGPEWVGWISAYTGITDYAQKFQGRVTLTTDATTATAFLDLRSLRPDDTATYFCARDKVQGRVEVGSGGRHDYWGQGTLVIVSS, which amino acid positions are active in antigen binding (paratope)? The paratope positions are: [52, 83, 84, 85, 104, 105, 106, 107, 108, 109, 110, 111, 112]. (2) Given the antibody sequence: EVQLVESGGGLVQPGRSLRLSCAASGFTFDDYAMHWVRQAPGKGLEWVSGISWNSGSIGYADSVKGRFTISRDNAKNSLYLQMNSLRAEDTAVYYCARGRGFHYYYYGMDIWGQGTTVTVSS, which amino acid positions are active in antigen binding (paratope)? The paratope positions are: [52, 83, 84, 85, 104, 105, 106, 107, 108].